This data is from NCI-60 drug combinations with 297,098 pairs across 59 cell lines. The task is: Regression. Given two drug SMILES strings and cell line genomic features, predict the synergy score measuring deviation from expected non-interaction effect. (1) Drug 1: C1=NNC2=C1C(=O)NC=N2. Drug 2: C1CC(=O)NC(=O)C1N2C(=O)C3=CC=CC=C3C2=O. Cell line: SK-MEL-28. Synergy scores: CSS=3.43, Synergy_ZIP=-1.21, Synergy_Bliss=-0.447, Synergy_Loewe=2.99, Synergy_HSA=0.750. (2) Drug 1: CC12CCC3C(C1CCC2=O)CC(=C)C4=CC(=O)C=CC34C. Drug 2: CN(C)N=NC1=C(NC=N1)C(=O)N. Cell line: SK-MEL-2. Synergy scores: CSS=23.1, Synergy_ZIP=2.56, Synergy_Bliss=3.98, Synergy_Loewe=-30.6, Synergy_HSA=1.79. (3) Drug 1: C1=CC(=CC=C1CC(C(=O)O)N)N(CCCl)CCCl.Cl. Drug 2: CC1C(C(CC(O1)OC2CC(CC3=C2C(=C4C(=C3O)C(=O)C5=CC=CC=C5C4=O)O)(C(=O)C)O)N)O. Cell line: CCRF-CEM. Synergy scores: CSS=44.6, Synergy_ZIP=-9.27, Synergy_Bliss=-12.5, Synergy_Loewe=-14.9, Synergy_HSA=-11.8. (4) Drug 1: CC1=C(C=C(C=C1)NC2=NC=CC(=N2)N(C)C3=CC4=NN(C(=C4C=C3)C)C)S(=O)(=O)N.Cl. Drug 2: CC1=CC=C(C=C1)C2=CC(=NN2C3=CC=C(C=C3)S(=O)(=O)N)C(F)(F)F. Cell line: SW-620. Synergy scores: CSS=-10.4, Synergy_ZIP=4.51, Synergy_Bliss=-2.26, Synergy_Loewe=-12.4, Synergy_HSA=-12.4. (5) Drug 1: C1=NC2=C(N=C(N=C2N1C3C(C(C(O3)CO)O)F)Cl)N. Drug 2: CS(=O)(=O)CCNCC1=CC=C(O1)C2=CC3=C(C=C2)N=CN=C3NC4=CC(=C(C=C4)OCC5=CC(=CC=C5)F)Cl. Cell line: OVCAR-4. Synergy scores: CSS=5.20, Synergy_ZIP=-1.74, Synergy_Bliss=-0.720, Synergy_Loewe=-2.76, Synergy_HSA=-1.64. (6) Drug 1: C1=NC2=C(N=C(N=C2N1C3C(C(C(O3)CO)O)O)F)N. Drug 2: COC1=NC(=NC2=C1N=CN2C3C(C(C(O3)CO)O)O)N. Cell line: SF-268. Synergy scores: CSS=0.866, Synergy_ZIP=4.68, Synergy_Bliss=-1.08, Synergy_Loewe=-0.667, Synergy_HSA=-1.41. (7) Synergy scores: CSS=30.9, Synergy_ZIP=-5.92, Synergy_Bliss=1.64, Synergy_Loewe=-9.79, Synergy_HSA=0.330. Drug 2: CCC1(C2=C(COC1=O)C(=O)N3CC4=CC5=C(C=CC(=C5CN(C)C)O)N=C4C3=C2)O.Cl. Drug 1: C1CCC(C(C1)N)N.C(=O)(C(=O)[O-])[O-].[Pt+4]. Cell line: HCT-15.